This data is from CYP2C9 inhibition data for predicting drug metabolism from PubChem BioAssay. The task is: Regression/Classification. Given a drug SMILES string, predict its absorption, distribution, metabolism, or excretion properties. Task type varies by dataset: regression for continuous measurements (e.g., permeability, clearance, half-life) or binary classification for categorical outcomes (e.g., BBB penetration, CYP inhibition). Dataset: cyp2c9_veith. (1) The drug is CC(=O)c1c(N2CCC(C(N)=O)CC2)nc(=S)n(-c2ccccc2)c1C. The result is 0 (non-inhibitor). (2) The result is 0 (non-inhibitor). The molecule is NS(=O)(=O)c1cc2c(cc1C(F)(F)F)N[C@H](Cc1ccccc1)NS2(=O)=O. (3) The molecule is CCOC(=O)CCN1C(=O)[C@H]2CC[C@@H]3/C(=N\NC(=O)OCC)C[C@@H](O)[C@@H](O)[C@@H]3[C@@H]2C1=O. The result is 0 (non-inhibitor). (4) The drug is Cc1ccc(Nc2cc(=O)n(C3CCCCC3)c(=O)[nH]2)cc1C. The result is 1 (inhibitor). (5) The drug is COCC(=O)N1CCC2(CCN(Cc3ccc(C#N)cc3)CC2)CC1. The result is 0 (non-inhibitor). (6) The drug is COCCN(C(=O)Nc1ccc(OC)cc1OC)C1CCN(C(C)=O)CC1. The result is 0 (non-inhibitor). (7) The drug is COc1cc2[nH]c(=O)n(CCC(=O)N3CCC(N4CCCCC4)CC3)c(=O)c2cc1OC. The result is 0 (non-inhibitor). (8) The drug is C[C@@]1(C(NC(=O)c2ccc(-c3ccccc3)cc2)c2ccc(Cl)cc2)C[C@H]1C1CCCCC1. The result is 0 (non-inhibitor).